From a dataset of Forward reaction prediction with 1.9M reactions from USPTO patents (1976-2016). Predict the product of the given reaction. (1) Given the reactants FC(F)(F)C1C=C(NC(=O)NC2C=CC(C3SC(CCC(OC)=O)=NC=3)=CC=2)C=CC=1.[CH3:32][C:33]1[O:37][C:36]([CH2:38][CH:39]2[CH2:44][CH2:43][CH:42]([C:45]3[S:46][C:47]([C:50]4[CH:56]=[CH:55][C:53]([NH2:54])=[CH:52][CH:51]=4)=[CH:48][N:49]=3)[CH2:41][CH2:40]2)=[N:35][N:34]=1.[F:57][C:58]1[CH:63]=[C:62]([F:64])[CH:61]=[CH:60][C:59]=1[N:65]=[C:66]=[O:67], predict the reaction product. The product is: [F:57][C:58]1[CH:63]=[C:62]([F:64])[CH:61]=[CH:60][C:59]=1[NH:65][C:66]([NH:54][C:53]1[CH:52]=[CH:51][C:50]([C:47]2[S:46][C:45]([CH:42]3[CH2:43][CH2:44][CH:39]([CH2:38][C:36]4[O:37][C:33]([CH3:32])=[N:34][N:35]=4)[CH2:40][CH2:41]3)=[N:49][CH:48]=2)=[CH:56][CH:55]=1)=[O:67]. (2) Given the reactants [CH2:1]([C@H:8]([NH:18]C(=O)OC(C)(C)C)[C@@H:9]([OH:17])[C@H:10]([OH:16])[C@@H:11]1[CH2:15][CH2:14][CH2:13][NH:12]1)[C:2]1[CH:7]=[CH:6][CH:5]=[CH:4][CH:3]=1.C(O)(C(F)(F)F)=O, predict the reaction product. The product is: [NH2:18][C@H:8]([CH2:1][C:2]1[CH:7]=[CH:6][CH:5]=[CH:4][CH:3]=1)[C@@H:9]([OH:17])[C@H:10]([C@@H:11]1[CH2:15][CH2:14][CH2:13][NH:12]1)[OH:16]. (3) The product is: [CH3:58][C:59]1([CH3:70])[CH2:68][C@@H:67]([NH:69][C:3]([NH:25][C:26]2[CH:35]=[CH:34][CH:33]=[C:32]3[C:27]=2[CH2:28][NH:29][C:30](=[O:37])[N:31]3[CH3:36])=[O:4])[C:66]2[C:61](=[CH:62][CH:63]=[CH:64][CH:65]=2)[O:60]1. Given the reactants C1C(=O)N(OC(ON2C(=O)CCC2=O)=O)[C:3](=[O:4])C1.N1C=CC=CC=1.[NH2:25][C:26]1[CH:35]=[CH:34][CH:33]=[C:32]2[C:27]=1[CH2:28][NH:29][C:30](=[O:37])[N:31]2[CH3:36].C(N(CC)C(C)C)(C)C.O[C@H](C1C=CC=CC=1)C([O-])=O.[CH3:58][C:59]1([CH3:70])[CH2:68][C@@H:67]([NH2:69])[C:66]2[C:61](=[CH:62][CH:63]=[CH:64][CH:65]=2)[O:60]1.Cl, predict the reaction product. (4) Given the reactants [F:1][C:2]([F:21])([F:20])[C:3]1[CH:4]=[C:5]([CH:8]=[CH:9][C:10]=1[O:11][CH2:12][O:13][CH2:14][CH2:15][Si:16]([CH3:19])([CH3:18])[CH3:17])[CH2:6]O.[Cl:22]C(N(C)C)=C(C)C, predict the reaction product. The product is: [F:1][C:2]([F:21])([F:20])[C:3]1[CH:4]=[C:5]([CH:8]=[CH:9][C:10]=1[O:11][CH2:12][O:13][CH2:14][CH2:15][Si:16]([CH3:19])([CH3:18])[CH3:17])[CH2:6][Cl:22]. (5) Given the reactants [NH2:1][C:2]1[CH:3]=[N:4][CH:5]=[C:6]([Br:8])[CH:7]=1.N1C=CC=C[CH:10]=1.[C:15](Cl)(=[O:19])[CH:16]([CH3:18])[CH3:17], predict the reaction product. The product is: [Br:8][C:6]1[CH:7]=[C:2]([NH:1][C:15](=[O:19])[C:16]([CH3:10])([CH3:18])[CH3:17])[CH:3]=[N:4][CH:5]=1.